This data is from Forward reaction prediction with 1.9M reactions from USPTO patents (1976-2016). The task is: Predict the product of the given reaction. Given the reactants [NH2:1][C@@H:2]([CH2:5][CH2:6][CH3:7])[CH2:3][OH:4].[CH2:8]([O:10]C=O)C, predict the reaction product. The product is: [CH:8]([NH:1][C@@H:2]([CH2:5][CH2:6][CH3:7])[CH2:3][OH:4])=[O:10].